From a dataset of Forward reaction prediction with 1.9M reactions from USPTO patents (1976-2016). Predict the product of the given reaction. Given the reactants C(O[C:4]([C:6]1([CH2:12][CH2:13]OC)[CH2:11][CH2:10][NH:9][CH2:8][CH2:7]1)=[O:5])C.[Cl:16][C:17]1[CH:22]=[CH:21][CH:20]=[CH:19][C:18]=1[S:23](Cl)(=[O:25])=[O:24].[CH:27]1([CH2:32][O:33][C:34]2[CH:39]=[CH:38][C:37]([NH2:40])=[CH:36][CH:35]=2)[CH2:31][CH2:30][CH2:29][CH2:28]1, predict the reaction product. The product is: [Cl:16][C:17]1[CH:22]=[CH:21][CH:20]=[CH:19][C:18]=1[S:23]([N:9]1[CH2:8][CH2:7][C:6]2([C:4](=[O:5])[N:40]([C:37]3[CH:36]=[CH:35][C:34]([O:33][CH2:32][CH:27]4[CH2:28][CH2:29][CH2:30][CH2:31]4)=[CH:39][CH:38]=3)[CH2:13][CH2:12]2)[CH2:11][CH2:10]1)(=[O:25])=[O:24].